Dataset: Forward reaction prediction with 1.9M reactions from USPTO patents (1976-2016). Task: Predict the product of the given reaction. (1) Given the reactants [F:1][C:2]([F:7])([F:6])[C:3]([OH:5])=[O:4].[CH2:8]([S:10]([N:13]1[CH2:18][CH2:17][CH:16]([C:19]2[C:27]3[C:22](=[C:23]([C:40]([NH2:42])=[O:41])[CH:24]=[C:25]([C:28]4[CH:29]=[N:30][N:31]([CH2:33][CH2:34][N:35]5[CH2:39][CH2:38][CH2:37][CH2:36]5)[CH:32]=4)[CH:26]=3)[NH:21][CH:20]=2)[CH2:15][CH2:14]1)(=[O:12])=[O:11])[CH3:9].N1CC[O:46]CC1.N1CCCC1, predict the reaction product. The product is: [F:1][C:2]([F:7])([F:6])[C:3]([OH:5])=[O:4].[CH2:8]([S:10]([N:13]1[CH2:14][CH2:15][CH:16]([C:19]2[C:27]3[C:22](=[C:23]([C:40]([NH2:42])=[O:41])[CH:24]=[C:25]([C:28]4[CH:29]=[N:30][N:31]([CH2:33][CH2:34][N:35]5[CH2:36][CH2:37][O:46][CH2:38][CH2:39]5)[CH:32]=4)[CH:26]=3)[NH:21][CH:20]=2)[CH2:17][CH2:18]1)(=[O:12])=[O:11])[CH3:9]. (2) Given the reactants [F:1][C:2]1[CH:3]=[C:4]([N:12]2[CH2:17][CH2:16][NH:15][CH2:14][CH2:13]2)[CH:5]=[CH:6][C:7]=1[C:8]([F:11])([F:10])[F:9].[N:18]1([C:24]2[CH:32]=[CH:31][C:30]([N+:33]([O-:35])=[O:34])=[CH:29][C:25]=2[C:26](Cl)=[O:27])[CH2:23][CH2:22][O:21][CH2:20][CH2:19]1, predict the reaction product. The product is: [F:1][C:2]1[CH:3]=[C:4]([N:12]2[CH2:17][CH2:16][N:15]([C:26]([C:25]3[CH:29]=[C:30]([N+:33]([O-:35])=[O:34])[CH:31]=[CH:32][C:24]=3[N:18]3[CH2:23][CH2:22][O:21][CH2:20][CH2:19]3)=[O:27])[CH2:14][CH2:13]2)[CH:5]=[CH:6][C:7]=1[C:8]([F:9])([F:11])[F:10]. (3) Given the reactants [C:1]([C:3]1[CH:4]=[C:5]([CH:29]=[CH:30][CH:31]=1)[O:6][C:7]1[N:12]=[C:11]([O:13][C:14]2[CH:15]=[C:16]([CH:22]=[C:23]([OH:25])[CH:24]=2)[C:17]([O:19][CH2:20][CH3:21])=[O:18])[C:10]([F:26])=[C:9]([CH3:27])[C:8]=1[F:28])#[N:2].[C:32](=O)([O-])[O-].[Cs+].[Cs+].IC, predict the reaction product. The product is: [C:1]([C:3]1[CH:4]=[C:5]([CH:29]=[CH:30][CH:31]=1)[O:6][C:7]1[N:12]=[C:11]([O:13][C:14]2[CH:15]=[C:16]([CH:22]=[C:23]([O:25][CH3:32])[CH:24]=2)[C:17]([O:19][CH2:20][CH3:21])=[O:18])[C:10]([F:26])=[C:9]([CH3:27])[C:8]=1[F:28])#[N:2]. (4) Given the reactants [CH3:1][C:2]1[N:6]=[C:5]([N:7]2[CH2:12][CH2:11][C:10](=O)[CH2:9][CH2:8]2)[S:4][N:3]=1.[F:14][C:15]1[CH:27]=[CH:26][C:18]([CH2:19][N:20]2[CH:24]=[CH:23][C:22]([NH2:25])=[N:21]2)=[CH:17][CH:16]=1, predict the reaction product. The product is: [F:14][C:15]1[CH:27]=[CH:26][C:18]([CH2:19][N:20]2[CH:24]=[CH:23][C:22]([NH:25][CH:10]3[CH2:11][CH2:12][N:7]([C:5]4[S:4][N:3]=[C:2]([CH3:1])[N:6]=4)[CH2:8][CH2:9]3)=[N:21]2)=[CH:17][CH:16]=1. (5) Given the reactants [CH3:1][O:2][C:3]([C:5]1[CH:13]=[C:12]2[C:8]([C:9]3[CH:17]=[C:16]([CH3:18])[CH:15]=[N:14][C:10]=3[NH:11]2)=[C:7](I)[CH:6]=1)=[O:4].[CH2:20]([S:22]([C:25]1[CH:26]=[C:27](C2C3C4N=CC=NC=4NC=3C=CC=2)[CH:28]=[CH:29][CH:30]=1)(=[O:24])=[O:23])[CH3:21], predict the reaction product. The product is: [CH3:1][O:2][C:3]([C:5]1[CH:13]=[C:12]2[C:8]([C:9]3[CH:17]=[C:16]([CH3:18])[CH:15]=[N:14][C:10]=3[NH:11]2)=[C:7]([C:27]2[CH:28]=[CH:29][CH:30]=[C:25]([S:22]([CH2:20][CH3:21])(=[O:23])=[O:24])[CH:26]=2)[CH:6]=1)=[O:4]. (6) Given the reactants [NH2:1][CH2:2][CH2:3][C:4]1[N:5]([CH:27]([C:34]2[CH:39]=[CH:38][CH:37]=[CH:36][CH:35]=2)[C:28]2[CH:33]=[CH:32][CH:31]=[CH:30][CH:29]=2)[C:6]2[C:11]([C:12]=1[CH2:13][CH2:14][CH2:15][C:16]1[CH:25]=[CH:24][C:19]([C:20]([O:22][CH3:23])=[O:21])=[CH:18][CH:17]=1)=[CH:10][C:9]([Cl:26])=[CH:8][CH:7]=2.[F:40][C:41]([F:54])([F:53])[C:42]1[CH:47]=[CH:46][CH:45]=[CH:44][C:43]=1[CH2:48][S:49](N)(=[O:51])=[O:50].C([O-])(O)=O.[Na+], predict the reaction product. The product is: [CH3:23][O:22][C:20](=[O:21])[C:19]1[CH:24]=[CH:25][C:16]([CH2:15][CH2:14][CH2:13][C:12]2[C:11]3[C:6](=[CH:7][CH:8]=[C:9]([Cl:26])[CH:10]=3)[N:5]([CH:27]([C:28]3[CH:33]=[CH:32][CH:31]=[CH:30][CH:29]=3)[C:34]3[CH:35]=[CH:36][CH:37]=[CH:38][CH:39]=3)[C:4]=2[CH2:3][CH2:2][NH:1][S:49]([CH2:48][C:43]2[CH:44]=[CH:45][CH:46]=[CH:47][C:42]=2[C:41]([F:40])([F:53])[F:54])(=[O:51])=[O:50])=[CH:17][CH:18]=1.